From a dataset of Forward reaction prediction with 1.9M reactions from USPTO patents (1976-2016). Predict the product of the given reaction. (1) Given the reactants [N:1]1[C:2]([C:10]([OH:12])=O)=[CH:3][N:4]2[CH:9]=[CH:8][N:7]=[CH:6][C:5]=12.[C:13]([C:17]1[N:22]=[C:21]([N:23]2[CH2:28][CH2:27][N:26]([CH2:29][CH2:30][CH2:31][CH2:32][NH2:33])[CH2:25][CH2:24]2)[CH:20]=[C:19]([C:34]([F:37])([F:36])[F:35])[N:18]=1)([CH3:16])([CH3:15])[CH3:14], predict the reaction product. The product is: [C:13]([C:17]1[N:22]=[C:21]([N:23]2[CH2:28][CH2:27][N:26]([CH2:29][CH2:30][CH2:31][CH2:32][NH:33][C:10]([C:2]3[N:1]=[C:5]4[CH:6]=[N:7][CH:8]=[CH:9][N:4]4[CH:3]=3)=[O:12])[CH2:25][CH2:24]2)[CH:20]=[C:19]([C:34]([F:36])([F:37])[F:35])[N:18]=1)([CH3:16])([CH3:14])[CH3:15]. (2) Given the reactants [BH4-].[Li+].C([O:5][C:6](=O)[C:7]([O:10][C:11]1[CH:16]=[CH:15][CH:14]=[CH:13][C:12]=1[C:17]([N:19]1[CH2:33][C:22]2=[C:23]3[N:28]([N:29]=[C:21]2[CH2:20]1)[C:27]([CH3:30])=[C:26]([Cl:31])[C:25]([CH3:32])=[N:24]3)=[O:18])([F:9])[F:8])C, predict the reaction product. The product is: [Cl:31][C:26]1[C:25]([CH3:32])=[N:24][C:23]2[N:28]([N:29]=[C:21]3[CH2:20][N:19]([C:17]([C:12]4[CH:13]=[CH:14][CH:15]=[CH:16][C:11]=4[O:10][C:7]([F:8])([F:9])[CH2:6][OH:5])=[O:18])[CH2:33][C:22]3=2)[C:27]=1[CH3:30]. (3) Given the reactants [OH-:1].[Na+].[Br:3][C:4]1[CH:5]=[C:6]([OH:10])[CH:7]=[CH:8][CH:9]=1.[CH:11](Cl)(Cl)Cl.Cl, predict the reaction product. The product is: [Br:3][C:4]1[CH:9]=[CH:8][CH:7]=[C:6]([OH:10])[C:5]=1[CH:11]=[O:1].